This data is from Catalyst prediction with 721,799 reactions and 888 catalyst types from USPTO. The task is: Predict which catalyst facilitates the given reaction. (1) Reactant: N12CCCN=C1CCCCC2.[NH2:12][CH2:13][C:14]1[CH:22]=[CH:21][CH:20]=[C:19]2[C:15]=1[C:16](=[O:32])[N:17]([CH:24]1[CH2:29][CH2:28][C:27](=[O:30])[NH:26][C:25]1=[O:31])[C:18]2=[O:23].[CH2:33]([O:35][C:36](=[O:45])[CH2:37][CH2:38][CH2:39][CH2:40][CH2:41][C:42](Cl)=[O:43])[CH3:34]. The catalyst class is: 23. Product: [O:31]=[C:25]1[CH:24]([N:17]2[C:16](=[O:32])[C:15]3[C:19](=[CH:20][CH:21]=[CH:22][C:14]=3[CH2:13][NH:12][C:42]([CH2:41][CH2:40][CH2:39][CH2:38][CH2:37][C:36]([O:35][CH2:33][CH3:34])=[O:45])=[O:43])[C:18]2=[O:23])[CH2:29][CH2:28][C:27](=[O:30])[NH:26]1. (2) Reactant: [O:1]=[C:2]1[N:13]([CH2:14][C:15]([O:17]C(C)(C)C)=O)[CH2:12][CH:11]=[CH:10][CH2:9][CH2:8][C:7](=[O:22])[NH:6][C@H:5]([C:23]2[CH:28]=[CH:27][CH:26]=[CH:25][CH:24]=2)[CH2:4][O:3]1.C([SiH](CC)CC)C.FC(F)(F)C(O)=O.[NH:43]1[CH2:48][CH2:47][CH2:46][CH2:45][CH2:44]1. Product: [O:17]=[C:15]([N:43]1[CH2:48][CH2:47][CH2:46][CH2:45][CH2:44]1)[CH2:14][N:13]1[CH2:12][CH:11]=[CH:10][CH2:9][CH2:8][C:7](=[O:22])[NH:6][C@H:5]([C:23]2[CH:24]=[CH:25][CH:26]=[CH:27][CH:28]=2)[CH2:4][O:3][C:2]1=[O:1]. The catalyst class is: 2. (3) Reactant: [C:1]1([CH:30]=[CH:31][C:32]([C:34]2[CH:39]=[CH:38][CH:37]=[CH:36][CH:35]=2)=[O:33])[CH:6]=[CH:5][C:4]([O:7][CH2:8][CH2:9][CH2:10][CH2:11][CH2:12][CH2:13][CH2:14][CH2:15][O:16][C:17]2[CH:22]=[CH:21][C:20]([C:23]3[C:24]([NH:26][C:27](=[O:29])[CH:28]=3)=[O:25])=[CH:19][CH:18]=2)=[CH:3][CH:2]=1.[C:40]1([CH:64]=[CH:65][C:66]([C:68]2[CH:73]=[CH:72][CH:71]=[CH:70][CH:69]=2)=[O:67])[CH:45]=[CH:44][C:43]([O:46][CH2:47][CH2:48][CH2:49][CH2:50][CH2:51][CH2:52][CH2:53][CH2:54][O:55][C:56]2[CH:63]=[CH:62][C:59]([CH:60]=[CH2:61])=[CH:58][CH:57]=2)=[CH:42][CH:41]=1.N(C(C)(C)C#N)=NC(C)(C)C#N.CO. Product: [C:1]1([CH:30]=[CH:31][C:32]([C:34]2[CH:39]=[CH:38][CH:37]=[CH:36][CH:35]=2)=[O:33])[CH:6]=[CH:5][C:4]([O:7][CH2:8][CH2:9][CH2:10][CH2:11][CH2:12][CH2:13][CH2:14][CH2:15][O:16][C:17]2[CH:22]=[CH:21][C:20]([C:23]3[C:24]([NH:26][C:27](=[O:29])[CH:28]=3)=[O:25])=[CH:19][CH:18]=2)=[CH:3][CH:2]=1.[C:40]1([CH:64]=[CH:65][C:66]([C:68]2[CH:69]=[CH:70][CH:71]=[CH:72][CH:73]=2)=[O:67])[CH:41]=[CH:42][C:43]([O:46][CH2:47][CH2:48][CH2:49][CH2:50][CH2:51][CH2:52][CH2:53][CH2:54][O:55][C:56]2[CH:57]=[CH:58][C:59]([CH:60]=[CH2:61])=[CH:62][CH:63]=2)=[CH:44][CH:45]=1. The catalyst class is: 44. (4) Reactant: [C:1]([Si:5]([O:8]/[C:9](/[C:12]1[CH:17]=[CH:16][CH:15]=[C:14](Cl)[CH:13]=1)=[CH:10]\[CH3:11])([CH3:7])[CH3:6])([CH3:4])([CH3:3])[CH3:2].[N+:19](CCC(C1C=CC=CC=1)=O)([O-:21])=[O:20].[Si](OS(C(F)(F)F)(=O)=O)(C(C)(C)C)(C)C.CCN(CC)CC. Product: [C:1]([Si:5]([O:8]/[C:9](/[C:12]1[CH:17]=[CH:16][CH:15]=[C:14]([N+:19]([O-:21])=[O:20])[CH:13]=1)=[CH:10]\[CH3:11])([CH3:7])[CH3:6])([CH3:4])([CH3:3])[CH3:2]. The catalyst class is: 2. (5) Reactant: [F:1][C:2]1[CH:7]=[CH:6][C:5]([S:8]([N:11]([CH2:16][C:17]([OH:19])=O)[CH2:12][CH2:13][O:14][CH3:15])(=[O:10])=[O:9])=[CH:4][CH:3]=1.FC1C=CC(S(N(C)CC([NH:34][CH2:35][C:36]2[CH:41]=[C:40]([C:42]3[CH:47]=[CH:46][C:45]([C:48]([F:51])([F:50])[F:49])=[CH:44][CH:43]=3)[N:39]=[CH:38][N:37]=2)=O)(=O)=O)=CC=1.O.ON1C2C=CC=CC=2N=N1.C(N(CC)C(C)C)(C)C.CN(C(ON1N=NC2C=CC=CC1=2)=[N+](C)C)C.F[P-](F)(F)(F)(F)F. Product: [F:1][C:2]1[CH:3]=[CH:4][C:5]([S:8]([N:11]([CH2:12][CH2:13][O:14][CH3:15])[CH2:16][C:17]([NH:34][CH2:35][C:36]2[CH:41]=[C:40]([C:42]3[CH:43]=[CH:44][C:45]([C:48]([F:51])([F:50])[F:49])=[CH:46][CH:47]=3)[N:39]=[CH:38][N:37]=2)=[O:19])(=[O:9])=[O:10])=[CH:6][CH:7]=1. The catalyst class is: 39.